This data is from Full USPTO retrosynthesis dataset with 1.9M reactions from patents (1976-2016). The task is: Predict the reactants needed to synthesize the given product. (1) Given the product [CH3:30][C:29]1[C:20]([N:19]2[CH:4]=[C:5]([C:6]([O:8][CH2:9][CH3:10])=[O:7])[C:11](=[O:18])[NH:12][C:13]2=[O:15])=[CH:21][C:22]2[NH:26][C:25](=[O:27])[NH:24][C:23]=2[CH:28]=1, predict the reactants needed to synthesize it. The reactants are: C(O[CH:4]=[C:5]([C:11](=[O:18])[NH:12][C:13]([O:15]CC)=O)[C:6]([O:8][CH2:9][CH3:10])=[O:7])C.[NH2:19][C:20]1[C:29]([CH3:30])=[CH:28][C:23]2[NH:24][C:25](=[O:27])[NH:26][C:22]=2[CH:21]=1.CC(C)([O-])C.[K+].Cl. (2) Given the product [OH:4][CH2:5][CH2:6][CH2:7][CH2:8][CH2:9][CH2:10][CH2:11][CH2:12][CH2:13][CH2:14][CH2:15][CH2:16][C:17]1[C:22]([CH3:23])([CH3:24])[CH2:21][CH2:20][C:19](=[O:25])[C:18]=1[CH3:26], predict the reactants needed to synthesize it. The reactants are: C([O:4][CH2:5][CH2:6][CH2:7][CH2:8][CH2:9][CH2:10][CH2:11][CH2:12][CH2:13][CH2:14][CH2:15][CH2:16][C:17]1[C:22]([CH3:24])([CH3:23])[CH2:21][CH2:20][C:19](=[O:25])[C:18]=1[CH3:26])(=O)C.C([O-])([O-])=O.[K+].[K+].Cl.